From a dataset of Catalyst prediction with 721,799 reactions and 888 catalyst types from USPTO. Predict which catalyst facilitates the given reaction. (1) Product: [O:1]([C:9]1[CH:10]=[C:11]([C@@H:12]([OH:13])[CH2:28][N+:25]([O-:27])=[O:26])[CH:14]=[CH:15][C:16]=1[O:17][Si:18]([C:21]([CH3:24])([CH3:23])[CH3:22])([CH3:19])[CH3:20])[Si:2]([C:5]([CH3:8])([CH3:7])[CH3:6])([CH3:4])[CH3:3]. Reactant: [O:1]([C:9]1[CH:10]=[C:11]([CH:14]=[CH:15][C:16]=1[O:17][Si:18]([C:21]([CH3:24])([CH3:23])[CH3:22])([CH3:20])[CH3:19])[CH:12]=[O:13])[Si:2]([C:5]([CH3:8])([CH3:7])[CH3:6])([CH3:4])[CH3:3].[N+:25]([CH3:28])([O-:27])=[O:26].Cl. The catalyst class is: 1. (2) Reactant: Cl.CN(C)CCCN=C=NCC.[Cl:13][C:14]1[CH:15]=[CH:16][C:17]([C:20]([OH:22])=O)=[N:18][CH:19]=1.[CH3:23][C:24]1[C:25]([NH2:39])=[N:26][C:27]2([C:37]3[C:32](=[CH:33][CH:34]=[C:35]([NH2:38])[CH:36]=3)[O:31][CH2:30][CH2:29]2)[N:28]=1.Cl. Product: [NH2:39][C:25]1[C:24]([CH3:23])=[N:28][C:27]2([C:37]3[C:32](=[CH:33][CH:34]=[C:35]([NH:38][C:20](=[O:22])[C:17]4[CH:16]=[CH:15][C:14]([Cl:13])=[CH:19][N:18]=4)[CH:36]=3)[O:31][CH2:30][CH2:29]2)[N:26]=1. The catalyst class is: 59. (3) Reactant: [CH3:1][O:2][C:3]1[CH:4]=[C:5]([CH:8]=[CH:9][C:10]=1[O:11][CH3:12])[CH2:6][OH:7].[H-].[Na+].[CH2:15]([C@@H:17]1[CH2:19][O:18]1)[CH3:16]. Product: [CH3:1][O:2][C:3]1[CH:4]=[C:5]([CH:8]=[CH:9][C:10]=1[O:11][CH3:12])[CH2:6][O:7][CH2:19][C@H:17]([OH:18])[CH2:15][CH3:16]. The catalyst class is: 634. (4) Reactant: [CH3:1][N:2]1[C:6]([CH2:7][CH2:8][S:9]([CH2:11][C:12]2[CH:36]=[CH:35][C:15]([O:16][CH2:17][C:18]3[N:19]=[C:20](/[CH:23]=[CH:24]/[C:25]4[CH:30]=[CH:29][C:28]([C:31]([F:34])([F:33])[F:32])=[CH:27][CH:26]=4)[O:21][CH:22]=3)=[CH:14][CH:13]=2)=[O:10])=[CH:5][CH:4]=[N:3]1.ClC1C=C(C(OO)=[O:45])C=CC=1. Product: [CH3:1][N:2]1[C:6]([CH2:7][CH2:8][S:9]([CH2:11][C:12]2[CH:36]=[CH:35][C:15]([O:16][CH2:17][C:18]3[N:19]=[C:20]([CH:23]=[CH:24][C:25]4[CH:26]=[CH:27][C:28]([C:31]([F:34])([F:32])[F:33])=[CH:29][CH:30]=4)[O:21][CH:22]=3)=[CH:14][CH:13]=2)(=[O:45])=[O:10])=[CH:5][CH:4]=[N:3]1. The catalyst class is: 4. (5) Reactant: [C:1]([C:3]1[CH:12]=[C:11]2[C:6]([CH2:7][CH2:8][NH:9][CH2:10]2)=[CH:5][CH:4]=1)#[N:2].C([O-])([O-])=O.[K+].[K+].Br[CH2:20][C:21]([O:23][C:24]([CH3:27])([CH3:26])[CH3:25])=[O:22]. Product: [C:1]([C:3]1[CH:12]=[C:11]2[C:6]([CH2:7][CH2:8][N:9]([CH2:20][C:21]([O:23][C:24]([CH3:27])([CH3:26])[CH3:25])=[O:22])[CH2:10]2)=[CH:5][CH:4]=1)#[N:2]. The catalyst class is: 23. (6) Reactant: [CH2:1]([O:3][C:4]1[N:9]=[CH:8][C:7]([C@@H:10]([NH:14][C:15]([C@H:17]2[CH2:19][C@@H:18]2[C:20]2[CH:25]=[CH:24][CH:23]=[CH:22][CH:21]=2)=[O:16])[CH2:11][O:12][CH3:13])=[CH:6][CH:5]=1)[CH3:2]. Product: [CH3:13][O:12][CH2:11][C@H:10]([NH:14][C:15]([C@H:17]1[CH2:19][C@@H:18]1[C:20]1[CH:21]=[CH:22][CH:23]=[CH:24][CH:25]=1)=[O:16])[C:7]1[CH:8]=[N:9][C:4]([O:3][CH:1]2[CH2:2][CH2:1][O:3][CH2:4][CH2:2]2)=[CH:5][CH:6]=1. The catalyst class is: 22. (7) Reactant: [NH2:1][C:2](=[O:18])/[C:3](/[C:16]#[N:17])=[N:4]/OS(C1C=CC(C)=CC=1)(=O)=O.[C:19]([O:23][CH2:24][CH3:25])(=[O:22])[CH2:20][SH:21].N1CCOCC1. Product: [NH2:17][C:16]1[C:3]([C:2](=[O:18])[NH2:1])=[N:4][S:21][C:20]=1[C:19]([O:23][CH2:24][CH3:25])=[O:22]. The catalyst class is: 8. (8) Reactant: [CH:1]1[CH:6]=[CH:5][C:4]([CH2:7][O:8][C:9]([CH2:11][CH2:12][C@@H:13](N)[C:14]([OH:16])=[O:15])=[O:10])=[CH:3][CH:2]=1.[K+].[Br-:19].N([O-])=O.[Na+]. The catalyst class is: 82. Product: [Br:19][C@H:13]([CH2:12][CH2:11][C:9]([O:8][CH2:7][C:4]1[CH:5]=[CH:6][CH:1]=[CH:2][CH:3]=1)=[O:10])[C:14]([OH:16])=[O:15].